Dataset: Forward reaction prediction with 1.9M reactions from USPTO patents (1976-2016). Task: Predict the product of the given reaction. (1) Given the reactants Br[C:2]1[CH:3]=[CH:4][C:5]([CH2:8][S:9][C:10]2[C:20]3[CH2:19][CH2:18][N:17](C(OC(C)(C)C)=O)[CH2:16][CH2:15][C:14]=3[CH:13]=[CH:12][C:11]=2[Cl:28])=[N:6][CH:7]=1.[NH:29]1[CH2:33][CH2:32][CH2:31][CH2:30]1, predict the reaction product. The product is: [ClH:28].[Cl:28][C:11]1[CH:12]=[CH:13][C:14]2[CH2:15][CH2:16][NH:17][CH2:18][CH2:19][C:20]=2[C:10]=1[S:9][CH2:8][C:5]1[CH:4]=[CH:3][C:2]([N:29]2[CH2:33][CH2:32][CH2:31][CH2:30]2)=[CH:7][N:6]=1. (2) Given the reactants C([O:5][C:6]([C@H:8]1[CH2:12][CH2:11][CH2:10][N:9]1[C:13](=[O:44])[CH2:14][O:15][C:16]1[CH:21]=[C:20]([C:22]2[NH:26][C:25](=[S:27])[O:24][N:23]=2)[CH:19]=[C:18]([O:28][CH2:29][C:30]([N:32]2[CH2:36][CH2:35][CH2:34][C@@H:33]2[C:37]([O:39]C(C)(C)C)=[O:38])=[O:31])[CH:17]=1)=[O:7])(C)(C)C, predict the reaction product. The product is: [C:6]([C@H:8]1[CH2:12][CH2:11][CH2:10][N:9]1[C:13](=[O:44])[CH2:14][O:15][C:16]1[CH:17]=[C:18]([CH:19]=[C:20]([C:22]2[N:26]=[C:25]([S:27][C:20]([CH3:22])([CH3:21])[CH3:19])[O:24][N:23]=2)[CH:21]=1)[O:28][CH2:29][C:30]([N:32]1[CH2:36][CH2:35][CH2:34][C@@H:33]1[C:37]([OH:39])=[O:38])=[O:31])([OH:5])=[O:7].